Dataset: Peptide-MHC class II binding affinity with 134,281 pairs from IEDB. Task: Regression. Given a peptide amino acid sequence and an MHC pseudo amino acid sequence, predict their binding affinity value. This is MHC class II binding data. (1) The binding affinity (normalized) is 0.554. The peptide sequence is SHNVQGATVAVDCRP. The MHC is DRB1_0405 with pseudo-sequence DRB1_0405. (2) The peptide sequence is QLKEYVWKTLKSGKV. The MHC is DRB3_0101 with pseudo-sequence DRB3_0101. The binding affinity (normalized) is 0.0798. (3) The peptide sequence is RNVRFSDEGGFTCFF. The MHC is DRB1_0802 with pseudo-sequence DRB1_0802. The binding affinity (normalized) is 0.113.